This data is from Experimentally validated miRNA-target interactions with 360,000+ pairs, plus equal number of negative samples. The task is: Binary Classification. Given a miRNA mature sequence and a target amino acid sequence, predict their likelihood of interaction. (1) The miRNA is hsa-miR-522-3p with sequence AAAAUGGUUCCCUUUAGAGUGU. The protein sequence of the target gene is MLRAGWLRGAAALALLLAARVVAAFEPITVGLAIGAASAITGYLSYNDIYCRFAECCREERPLNASALKLDLEEKLFGQHLATEVIFKALTGFRNNKNPKKPLTLSLHGWAGTGKNFVSQIVAENLHPKGLKSNFVHLFVSTLHFPHEQKIKLYQDQLQKWIRGNVSACANSVFIFDEMDKLHPGIIDAIKPFLDYYEQVDGVSYRKAIFIFLSNAGGDLITKTALDFWRAGRKREDIQLKDLEPVLSVGVFNNKHSGLWHSGLIDKNLIDYFIPFLPLEYRHVKMCVRAEMRARGSAID.... Result: 1 (interaction). (2) The miRNA is hsa-miR-20a-5p with sequence UAAAGUGCUUAUAGUGCAGGUAG. The protein sequence of the target gene is MSYGRPPPDVEGMTSLKVDNLTYRTSPDTLRRVFEKYGRVGDVYIPRDRYTKESRGFAFVRFHDKRDAEDAMDAMDGAVLDGRELRVQMARYGRPPDSHHSRRGPPPRRYGGGGYGRRSRSPRRRRRSRSRSRSRSRSRSRSRYSRSKSRSRTRSRSRSTSKSRSARRSKSKSSSVSRSRSRSRSRSRSRSPPPVSKRESKSRSRSKSPPKSPEEEGAVSS. Result: 1 (interaction). (3) The miRNA is hsa-miR-7975 with sequence AUCCUAGUCACGGCACCA. The protein sequence of the target gene is MKDYDDVILRPEASELSKTEFCNPAFDPEAGPSCPPPALQRDVGSRLQAPWHAQRLRGLQPDCHFSWFCILLLSGLLLLLLGLLVAVILAQLQATSLPRTTKNPLLTRGLTPMGVIPSTTPNTTTTTTTTTPARTGQQEAAMSPTHQTTCGGLLPGPSGFFSSPNYPDLYPPLSHCVWHIQVAAGQTIQLKIQALSIESMLTCLFDRLEIISEPTGPLLRVCGKTPPATLNTNTSHLRVSFVSDNDVEGSGFQAWYQAVAPGHWSCAHNEFHCDLLLCLKRDSVCDGITECADGSDEANC.... Result: 0 (no interaction). (4) The miRNA is mmu-miR-291b-5p with sequence GAUCAAAGUGGAGGCCCUCUCC. The protein sequence of the target gene is MVPVARPLSLLLTFFLCACAETPPRFTRTPVDQTGVSGGVASFICQATGDPRPKIVWNKKGKKVSNQRFEVIEFDDGSGSVLRIQPLRTPRDEAIYECVASNNVGEISVSTRLTVLREDQIPRGFPTIDMGPQLKVVERTRTATMLCAASGNPDPEITWFKDFLPVDTSNNNGRIKQLRSESIGGTPIRGALQIEQSEESDQGKYECVATNSAGTRYSAPANLYVRELREVRRVPPRFSIPPTNHEIMPGGSVNITCVAVGSPMPYVKWMLGAEDLTPEDDMPIGRNVLELNDVRQSANY.... Result: 0 (no interaction). (5) The miRNA is hsa-miR-2053 with sequence GUGUUAAUUAAACCUCUAUUUAC. The protein sequence of the target gene is MMLSRAKPAVGRGVQHTDKRKKKGRKIPKLEELLSKRDFTGAITLLEFKRHVGEEEEDTNLWIGYCAFHLGDYKRALEEYENATKEENCNSEVWVNLACTYFFLGMYKQAEAAGFKASKSRLQNRLLFHLAHKFNDEKKLMSFHQNLQDVTEDQLSLASIHYMRSHYQEAIDIYKRILLDNREYLALNVYVALCYYKLDYYDVSQEVLAVYLQQIPDSTIALNLKACNHFRLYNGRAAEAELKSLMDNASSSFEFAKELIRHNLVVFRGGEGALQVLPPLVDVIPEARLNLVIYYLRQDD.... Result: 1 (interaction). (6) Result: 1 (interaction). The miRNA is hsa-miR-3605-5p with sequence UGAGGAUGGAUAGCAAGGAAGCC. The protein sequence of the target gene is MAARPLPVSPARALLLALAGALLAPCEARGVSLWNQGRADEVVSASVGSGDLWIPVKSFDSKNHPEVLNIRLQRESKELIINLERNEGLIASSFTETHYLQDGTDVSLARNYTVILGHCYYHGHVRGYSDSAVSLSTCSGLRGLIVFENESYVLEPMKSATNRYKLFPAKKLKSVRGSCGSHHNTPNLAAKNVFPPPSQTWARRHKRETLKATKYVELVIVADNREFQRQGKDLEKVKQRLIEIANHVDKFYRPLNIRIVLVGVEVWNDMDKCSVSQDPFTSLHEFLDWRKMKLLPRKSH.... (7) The miRNA is mmu-miR-3100-5p with sequence UUGGGAACGGGGUGUCUUUGGGA. The protein sequence of the target gene is MHPAAFPLPVVVATVLWGAAPVRGLIRATSEHNASMDFADLPALFGATLSDEGLQGFLVEAHPENACGPIAPPPSAPVNGSVFIALLRRFDCNFDLKVLNAQKAGYGAAVVHNVNSNELLNMVWNSEEIQQQIWIPSVFIGERSAEYLRALFVYEKGARVLLVPDNSFPLGYYLIPFTGIVGLLVLAMGTVLIVRCIQHRKRLQRNRLTKEQLKQIPTHDYQKGDEYDVCAICLDEYEDGDKLRVLPCAHAYHSRCVDPWLTQTRKTCPICKQPVHRGPGDEEQEEETQEQEEGDEGEPR.... Result: 0 (no interaction). (8) The miRNA is hsa-miR-6837-3p with sequence CCUUCACUGUGACUCUGCUGCAG. The protein sequence of the target gene is MAVSRKDWSALSSLARQRTLEDEEEQERERRRRHRNLSSTTDDEAPRLSQNGDRQASASERLPSVEEAEVPKPLPPASKDEDEDIQSILRTRQERRQRRQVVEAAQAPIQERLEAEEGRNSLSPVQATQKPLVSKKELEIPPRRRLSREQRGPWALEEESLVGREPEERKKGVPEKSPVLEKSSMPKKTAPEKSLVSDKTSISEKVLASEKTSLSEKIAVSEKRNSSEKKSVLEKTSVSEKSLAPGMALGSGRRLVSEKASIFEKALASEKSPTADAKPAPKRATASEQPLAQEPPASGG.... Result: 0 (no interaction). (9) The miRNA is hsa-miR-1200 with sequence CUCCUGAGCCAUUCUGAGCCUC. The protein sequence of the target gene is MPPKFKRHLNDDDVTGSVKSERRNLLEDDSDEEEDFFLRGPSGPRFGPRNDKIKHVQNQVDEVIDVMQENITKVIERGERLDELQDKSESLSDNATAFSNRSKQLRRQMWWRGCKIKAIMALVAAILLLVIIILIVMKYRT. Result: 1 (interaction). (10) The miRNA is mmu-miR-463-3p with sequence UGAUAGACACCAUAUAAGGUAG. The protein sequence of the target gene is MAPRSRRRRHKKPPSSVAPIIMAPTTIVTPVPLTPSKPGPSIDTLGFFSLDDNVPGLSQLILQKLNMKSYEEYKLVVDGGTPVSGFGFRCPQEMFQRMEDTFRFCAHCRALPSGLSDSKVLRHCKRCRNVYYCGPECQKSDWPAHRRVCQELRLVAVDRLMEWLLVTGDFVLPSGPWPWPPEAVQDWDSWFSMKGLHLDATLDAVLVSHAVTTLWASVGRPRPDPDVLQGSLKRLLTDVLSRPLTLGLGLRALGIDVRRTGGSTVHVVGASHVETFLTRPGDYDELGYMFPGHLGLRVVM.... Result: 0 (no interaction).